Dataset: Full USPTO retrosynthesis dataset with 1.9M reactions from patents (1976-2016). Task: Predict the reactants needed to synthesize the given product. (1) Given the product [CH2:1]([N:8]1[N:12]=[C:11]([C:13]2[C:17]3[CH:18]=[N:19][C:20]([NH:43][C:41]4[CH:40]=[CH:39][N:38]=[C:37]([C:35]5[CH:34]=[N:33][N:32]([S:29]([CH:26]6[CH2:28][CH2:27]6)(=[O:31])=[O:30])[CH:36]=5)[N:42]=4)=[CH:21][C:16]=3[N:15]([CH:23]([CH3:25])[CH3:24])[CH:14]=2)[CH:10]=[N:9]1)[C:2]1[CH:7]=[CH:6][CH:5]=[CH:4][CH:3]=1, predict the reactants needed to synthesize it. The reactants are: [CH2:1]([N:8]1[N:12]=[C:11]([C:13]2[C:17]3[CH:18]=[N:19][C:20](Br)=[CH:21][C:16]=3[N:15]([CH:23]([CH3:25])[CH3:24])[CH:14]=2)[CH:10]=[N:9]1)[C:2]1[CH:7]=[CH:6][CH:5]=[CH:4][CH:3]=1.[CH:26]1([S:29]([N:32]2[CH:36]=[C:35]([C:37]3[N:42]=[C:41]([NH2:43])[CH:40]=[CH:39][N:38]=3)[CH:34]=[N:33]2)(=[O:31])=[O:30])[CH2:28][CH2:27]1.CC1(C)C2C=CC=C(P(C3C=CC=CC=3)C3C=CC=CC=3)C=2OC2C1=CC=CC=2P(C1C=CC=CC=1)C1C=CC=CC=1.C(=O)([O-])[O-].[Cs+].[Cs+]. (2) Given the product [C@H:21]12[CH2:26][C@H:24]([NH:23][CH2:22]1)[CH2:25][N:20]2[C:14]1[C:15]2[N:16]([CH:17]=[N:18][N:19]=2)[C:11]2[CH:10]=[C:9]([Cl:8])[CH:35]=[N:34][C:12]=2[N:13]=1, predict the reactants needed to synthesize it. The reactants are: C(O)(C(F)(F)F)=O.[Cl:8][C:9]1[CH:35]=[N:34][C:12]2[N:13]=[C:14]([N:20]3[CH2:25][C@@H:24]4[CH2:26][C@H:21]3[CH2:22][N:23]4C(OC(C)(C)C)=O)[C:15]3[N:16]([CH:17]=[N:18][N:19]=3)[C:11]=2[CH:10]=1.